From a dataset of Forward reaction prediction with 1.9M reactions from USPTO patents (1976-2016). Predict the product of the given reaction. Given the reactants Br[C:2]1[CH:3]=[C:4]([S:9]([CH3:12])(=[O:11])=[O:10])[C:5]([Cl:8])=[N:6][CH:7]=1.[Cl-].[C:14]([O:18][C:19](=[O:22])[CH2:20][Zn+])([CH3:17])([CH3:16])[CH3:15].CCOCC, predict the reaction product. The product is: [Cl:8][C:5]1[N:6]=[CH:7][C:2]([CH2:20][C:19]([O:18][C:14]([CH3:17])([CH3:16])[CH3:15])=[O:22])=[CH:3][C:4]=1[S:9]([CH3:12])(=[O:11])=[O:10].